This data is from Catalyst prediction with 721,799 reactions and 888 catalyst types from USPTO. The task is: Predict which catalyst facilitates the given reaction. (1) Reactant: Cl[C:2]1[C:3]2[C:4](=[CH:24][N:25](CC3C=CC(OC)=CC=3)[N:26]=2)[N:5]=[C:6]([C:8]2[CH:9]=[C:10]([CH:21]=[CH:22][CH:23]=2)[CH2:11][NH:12][CH2:13][C:14]2[CH:19]=[CH:18][C:17]([CH3:20])=[CH:16][CH:15]=2)[N:7]=1.[CH3:36][N:37]1[CH2:42][CH2:41][N:40]([C:43]2[CH:49]=[CH:48][C:46]([NH2:47])=[CH:45][CH:44]=2)[CH2:39][CH2:38]1.Cl. Product: [CH3:20][C:17]1[CH:18]=[CH:19][C:14]([CH2:13][NH:12][CH2:11][C:10]2[CH:9]=[C:8]([C:6]3[N:7]=[C:2]([NH:47][C:46]4[CH:45]=[CH:44][C:43]([N:40]5[CH2:39][CH2:38][N:37]([CH3:36])[CH2:42][CH2:41]5)=[CH:49][CH:48]=4)[C:3]4[NH:26][N:25]=[CH:24][C:4]=4[N:5]=3)[CH:23]=[CH:22][CH:21]=2)=[CH:15][CH:16]=1. The catalyst class is: 71. (2) Reactant: [S:1]1[CH:5]=[C:4](B(O)O)[C:3]2[CH:9]=[CH:10][CH:11]=[CH:12][C:2]1=2.[F:13][C:14]1[CH:15]=[C:16]([CH:18]=[CH:19][CH:20]=1)[NH2:17].O.O=[CH:23][C:24]([OH:26])=[O:25]. Product: [S:1]1[CH:5]=[C:4]([CH:23]([NH:17][C:16]2[CH:18]=[CH:19][CH:20]=[C:14]([F:13])[CH:15]=2)[C:24]([OH:26])=[O:25])[C:3]2[CH:9]=[CH:10][CH:11]=[CH:12][C:2]1=2. The catalyst class is: 10. (3) Reactant: [CH:1]([C:3]1[N:8]=[CH:7][C:6]([N:9]2[CH2:14][CH2:13][N:12]([C:15]([O:17][C:18]([CH3:21])([CH3:20])[CH3:19])=[O:16])[CH2:11][CH2:10]2)=[CH:5][CH:4]=1)=[O:2].[BH4-].[Na+]. Product: [OH:2][CH2:1][C:3]1[N:8]=[CH:7][C:6]([N:9]2[CH2:14][CH2:13][N:12]([C:15]([O:17][C:18]([CH3:21])([CH3:20])[CH3:19])=[O:16])[CH2:11][CH2:10]2)=[CH:5][CH:4]=1. The catalyst class is: 1. (4) The catalyst class is: 6. Reactant: Br[C:2]1[CH:7]=[C:6]([O:8][CH3:9])[CH:5]=[CH:4][C:3]=1[N+:10]([O-:12])=[O:11].[CH2:13]([CH2:15][NH2:16])[OH:14]. Product: [CH3:9][O:8][C:6]1[CH:5]=[CH:4][C:3]([N+:10]([O-:12])=[O:11])=[C:2]([NH:16][CH2:15][CH2:13][OH:14])[CH:7]=1.